This data is from Reaction yield outcomes from USPTO patents with 853,638 reactions. The task is: Predict the reaction yield, written as a fraction of the theoretical maximum amount of product (1.0 means a 100% yield; for example, 0.34 means a 34% yield). (1) The reactants are [CH2:1]([C:8]1[S:12][C:11]([C:13]2[CH:18]=[CH:17][C:16]([OH:19])=[CH:15][CH:14]=2)=[CH:10][CH:9]=1)[C:2]1[CH:7]=[CH:6][CH:5]=[CH:4][CH:3]=1.C(OC([N:27]1[CH2:31][CH2:30][CH2:29][C@H:28]1[CH2:32]OS(C1C=CC(C)=CC=1)(=O)=O)=O)(C)(C)C. No catalyst specified. The product is [CH2:1]([C:8]1[S:12][C:11]([C:13]2[CH:14]=[CH:15][C:16]([O:19][CH2:32][C@@H:28]3[CH2:29][CH2:30][CH2:31][NH:27]3)=[CH:17][CH:18]=2)=[CH:10][CH:9]=1)[C:2]1[CH:3]=[CH:4][CH:5]=[CH:6][CH:7]=1. The yield is 0.850. (2) The reactants are [Br:1][C:2]1[CH:7]=[CH:6][C:5](O)=[C:4]([F:9])[CH:3]=1.[C:10](=[O:13])([O-])[O-].[Cs+].[Cs+].[C:16](#[N:18])[CH3:17]. The catalyst is ClCCCN1CCC[C@H]1C. The product is [Br:1][C:2]1[CH:7]=[CH:6][C:5]([O:13][CH2:10][CH2:17][CH2:16][N:18]2[CH2:6][CH2:7][CH2:2][C@H:3]2[CH3:4])=[C:4]([F:9])[CH:3]=1. The yield is 0.940. (3) The reactants are Cl.[CH2:2]([N:9]1[CH2:14][CH2:13][CH2:12][C:11](=O)[CH2:10]1)[C:3]1[CH:8]=[CH:7][CH:6]=[CH:5][CH:4]=1.[C:16]([O:20][C:21]([N:23]1[C:31]2[C:26](=[CH:27][C:28]([NH2:32])=[CH:29][CH:30]=2)[CH:25]=[N:24]1)=[O:22])([CH3:19])([CH3:18])[CH3:17].CC(O)=O.[BH-](OC(C)=O)(OC(C)=O)OC(C)=O.[Na+]. The catalyst is ClCCCl.C(Cl)Cl. The product is [C:16]([O:20][C:21]([N:23]1[C:31]2[C:26](=[CH:27][C:28]([NH:32][CH:11]3[CH2:12][CH2:13][CH2:14][N:9]([CH2:2][C:3]4[CH:8]=[CH:7][CH:6]=[CH:5][CH:4]=4)[CH2:10]3)=[CH:29][CH:30]=2)[CH:25]=[N:24]1)=[O:22])([CH3:19])([CH3:17])[CH3:18]. The yield is 0.750. (4) The reactants are [Br:1][C:2]1[CH:3]=[N:4][CH:5]=[C:6]2[C:11]=1[N:10]=[C:9]([C:12]([OH:14])=O)[CH:8]=[CH:7]2.CN(C(ON1N=NC2C=CC=NC1=2)=[N+](C)C)C.F[P-](F)(F)(F)(F)F.Cl.[CH3:40][O:41][C:42]1([CH3:46])[CH2:45][NH:44][CH2:43]1.CCN(C(C)C)C(C)C. The catalyst is CN(C=O)C.C(Cl)Cl. The product is [Br:1][C:2]1[CH:3]=[N:4][CH:5]=[C:6]2[C:11]=1[N:10]=[C:9]([C:12]([N:44]1[CH2:45][C:42]([O:41][CH3:40])([CH3:46])[CH2:43]1)=[O:14])[CH:8]=[CH:7]2. The yield is 0.760. (5) The reactants are [F:1][C:2]([F:22])([F:21])[C:3](=[O:20])[CH2:4][C:5]([C:7]1[CH:12]=[CH:11][C:10]([C:13]2[N:14]=[CH:15][S:16][CH:17]=2)=[C:9]([O:18]C)[CH:8]=1)=[O:6].C[S-].[Na+].O. The catalyst is CN(C=O)C. The product is [F:22][C:2]([F:1])([F:21])[C:3](=[O:20])[CH2:4][C:5]([C:7]1[CH:12]=[CH:11][C:10]([C:13]2[N:14]=[CH:15][S:16][CH:17]=2)=[C:9]([OH:18])[CH:8]=1)=[O:6]. The yield is 0.990. (6) The reactants are [CH3:1][O:2][C:3]1[CH:4]=[C:5]2[O:9][C:8]([C:10]3[N:11]=[C:12]4[N:16]([CH:17]=3)[N:15]=[C:14]([O:18][CH3:19])[S:13]4)=[CH:7][C:6]2=[C:20]([OH:22])[CH:21]=1.C1(P(C2C=CC=CC=2)C2C=CC=CC=2)C=CC=CC=1.[O:42]1[CH2:47][CH2:46][N:45]([C:48]2[S:49][CH:50]=[C:51]([CH2:53]O)[N:52]=2)[CH2:44][CH2:43]1.CC(OC(/N=N/C(OC(C)C)=O)=O)C. The catalyst is O1CCCC1.C(OCC)(=O)C. The product is [CH3:1][O:2][C:3]1[CH:21]=[C:20]([O:22][CH2:53][C:51]2[N:52]=[C:48]([N:45]3[CH2:46][CH2:47][O:42][CH2:43][CH2:44]3)[S:49][CH:50]=2)[C:6]2[CH:7]=[C:8]([C:10]3[N:11]=[C:12]4[N:16]([CH:17]=3)[N:15]=[C:14]([O:18][CH3:19])[S:13]4)[O:9][C:5]=2[CH:4]=1. The yield is 0.530. (7) The reactants are [CH2:1]([O:3][C:4]([N:6]1[CH2:11][CH2:10][C:9]([C:12]2[S:13][CH:14]=[CH:15][CH:16]=2)=[CH:8][CH2:7]1)=[O:5])[CH3:2].C[OH:18].[OH-].[Na+].OO. The yield is 0.596. The product is [CH2:1]([O:3][C:4]([N:6]1[CH2:11][CH2:10][C@@H:9]([C:12]2[S:13][CH:14]=[CH:15][CH:16]=2)[C@H:8]([OH:18])[CH2:7]1)=[O:5])[CH3:2]. The catalyst is C1COCC1. (8) The reactants are [OH:1][C:2]1[CH:7]=[CH:6][C:5]([S:8]([NH2:11])(=[O:10])=[O:9])=[CH:4][CH:3]=1.[OH-].[K+:13]. The catalyst is C(O)C. The product is [S:8]([C:5]1[CH:4]=[CH:3][C:2]([O-:1])=[CH:7][CH:6]=1)(=[O:9])(=[O:10])[NH2:11].[K+:13]. The yield is 1.00. (9) The reactants are [O:1]([C:8]1[CH:13]=[CH:12][C:11]([C:14]2[C:23]3[C:18](=[CH:19][CH:20]=[CH:21][CH:22]=3)[N:17]=[C:16]([C:24]([O:26]CC)=O)[N:15]=2)=[CH:10][CH:9]=1)[C:2]1[CH:7]=[CH:6][CH:5]=[CH:4][CH:3]=1.[NH3:29]. The catalyst is O. The product is [O:1]([C:8]1[CH:13]=[CH:12][C:11]([C:14]2[C:23]3[C:18](=[CH:19][CH:20]=[CH:21][CH:22]=3)[N:17]=[C:16]([C:24]([NH2:29])=[O:26])[N:15]=2)=[CH:10][CH:9]=1)[C:2]1[CH:7]=[CH:6][CH:5]=[CH:4][CH:3]=1. The yield is 0.600.